From a dataset of Cav3 T-type calcium channel HTS with 100,875 compounds. Binary Classification. Given a drug SMILES string, predict its activity (active/inactive) in a high-throughput screening assay against a specified biological target. (1) The drug is S(CC(=O)c1cc2OCCOc2cc1)c1oc(nn1)c1ccccc1. The result is 0 (inactive). (2) The compound is O(c1cc2cc(CN(Cc3c(OC)cccc3)C(=O)c3ccccc3)c(=O)[nH]c2cc1)CC. The result is 0 (inactive). (3) The result is 0 (inactive). The compound is S(=O)(=O)(N(CC)CC)c1ccc(NC(=O)c2ncccc2)cc1. (4) The drug is O(c1cc(CN(Cc2ccccc2)CC)cc(OC)c1)C. The result is 0 (inactive). (5) The compound is Clc1ccc(SCCNC(=O)c2cc(S(=O)(=O)Nc3ccccc3)c(cc2)C)cc1. The result is 0 (inactive). (6) The compound is s1c(C2(ON=C(C2)c2cc([N+]([O-])=O)ccc2)C)c(nc1C(=O)NCCC(C)C)C. The result is 0 (inactive). (7) The compound is S(=O)(=O)(NCc1cccnc1)c1ccc(C(=O)NC2CCCCC2)cc1. The result is 0 (inactive). (8) The drug is S(c1n(c(nn1)Cn1nc(nn1)c1ccccc1)CC)CC(=O)Nc1c(c(ccc1)C)C. The result is 1 (active).